From a dataset of Reaction yield outcomes from USPTO patents with 853,638 reactions. Predict the reaction yield, written as a fraction of the theoretical maximum amount of product (1.0 means a 100% yield; for example, 0.34 means a 34% yield). (1) The reactants are [C:1]([C:3]1[CH:4]=[C:5]2[C:13](=[CH:14][CH:15]=1)[N:12]([CH2:16][C:17]1[CH:22]=[CH:21][CH:20]=[C:19]([F:23])[CH:18]=1)[C:11]1[CH2:10][CH2:9][C@@H:8]([NH:24][C:25]([CH:27]3[CH2:29][CH2:28]3)=[O:26])[CH2:7][C:6]2=1)#N.C(O)=[O:31]. The catalyst is [Al].[Ni].CO. The product is [F:23][C:19]1[CH:18]=[C:17]([CH:22]=[CH:21][CH:20]=1)[CH2:16][N:12]1[C:11]2[CH2:10][CH2:9][C@@H:8]([NH:24][C:25]([CH:27]3[CH2:29][CH2:28]3)=[O:26])[CH2:7][C:6]=2[C:5]2[C:13]1=[CH:14][CH:15]=[C:3]([CH:1]=[O:31])[CH:4]=2. The yield is 0.950. (2) The reactants are [C:1]([C:4]1[N:5]=[C:6]([N:9]2[CH2:14][CH2:13][CH:12](OS(C)(=O)=O)[CH2:11][CH2:10]2)[S:7][CH:8]=1)(=[O:3])[NH2:2].[C:20]([O-:23])(=[S:22])[CH3:21].[K+]. The catalyst is CN(C)C=O. The product is [C:20]([S:22][CH:12]1[CH2:11][CH2:10][N:9]([C:6]2[S:7][CH:8]=[C:4]([C:1](=[O:3])[NH2:2])[N:5]=2)[CH2:14][CH2:13]1)(=[O:23])[CH3:21]. The yield is 0.680. (3) The catalyst is C(O)(C)C. The yield is 0.670. The reactants are [NH:1]1[CH2:5][CH2:4][CH:3]([C:6]([OH:8])=[O:7])[CH2:2]1.Cl[C:10]1[N:15]=[C:14]([NH2:16])[CH:13]=[CH:12][N:11]=1. The product is [NH2:16][C:14]1[CH:13]=[CH:12][N:11]=[C:10]([N:1]2[CH2:5][CH2:4][CH:3]([C:6]([OH:8])=[O:7])[CH2:2]2)[N:15]=1.